Dataset: Forward reaction prediction with 1.9M reactions from USPTO patents (1976-2016). Task: Predict the product of the given reaction. (1) Given the reactants [C:1]1(=[O:11])[NH:5][C:4](=[O:6])[C:3]2=[CH:7][CH:8]=[CH:9][CH:10]=[C:2]12.C([O-])([O-])=O.[K+].[K+].CC1C=CC(S(O[CH2:29][C@@H:30]2[O:34][C:33](=[O:35])[N:32]([C:36]3[CH:41]=[CH:40][C:39]([N:42]4[CH2:47][CH2:46][O:45][CH2:44][C:43]4=[O:48])=[CH:38][CH:37]=3)[CH2:31]2)(=O)=O)=CC=1.Cl, predict the reaction product. The product is: [O:35]=[C:33]1[N:32]([C:36]2[CH:41]=[CH:40][C:39]([N:42]3[CH2:47][CH2:46][O:45][CH2:44][C:43]3=[O:48])=[CH:38][CH:37]=2)[CH2:31][C@H:30]([CH2:29][N:5]2[C:1](=[O:11])[C:2]3[C:3](=[CH:7][CH:8]=[CH:9][CH:10]=3)[C:4]2=[O:6])[O:34]1. (2) The product is: [Cl:32][C:30]1[CH:29]=[CH:28][C:27]2[O:33][C:24]3[CH:23]=[CH:22][CH:21]=[CH:20][C:19]=3[C@H:17]3[CH2:18][N:14]([CH:1]([C:8]4[CH:13]=[CH:12][CH:11]=[CH:10][CH:9]=4)[C:2]4[CH:7]=[CH:6][CH:5]=[CH:4][CH:3]=4)[CH2:15][C@@H:16]3[C:26]=2[CH:31]=1. Given the reactants [CH:1]([N:14]1[CH2:18][C@@H:17]([C:19]2[CH:24]=[CH:23][CH:22]=[CH:21][C:20]=2Br)[C@H:16]([C:26]2[CH:31]=[C:30]([Cl:32])[CH:29]=[CH:28][C:27]=2[OH:33])[CH2:15]1)([C:8]1[CH:13]=[CH:12][CH:11]=[CH:10][CH:9]=1)[C:2]1[CH:7]=[CH:6][CH:5]=[CH:4][CH:3]=1.C(=O)([O-])[O-].[Cs+].[Cs+].CN(C)CC(O)=O, predict the reaction product. (3) Given the reactants Cl[C:2]1[N:7]=[C:6]2[N:8]([CH:11]3[CH2:16][CH2:15][CH2:14][CH2:13][O:12]3)[N:9]=[CH:10][C:5]2=[C:4]([C:17]2[CH:18]=[C:19]([NH:23][C:24](=[O:27])[CH:25]=[CH2:26])[CH:20]=[CH:21][CH:22]=2)[N:3]=1.[O:28]1[CH2:33][CH2:32][N:31]([C:34]2[CH:35]=[C:36]([CH:38]=[CH:39][CH:40]=2)[NH2:37])[CH2:30][CH2:29]1.C(=O)([O-])[O-].[K+].[K+].C1(P(C2C=CC=CC=2)C2C3OC4C(=CC=CC=4P(C4C=CC=CC=4)C4C=CC=CC=4)C(C)(C)C=3C=CC=2)C=CC=CC=1, predict the reaction product. The product is: [O:28]1[CH2:29][CH2:30][N:31]([C:34]2[CH:35]=[C:36]([NH:37][C:2]3[N:7]=[C:6]4[N:8]([CH:11]5[CH2:16][CH2:15][CH2:14][CH2:13][O:12]5)[N:9]=[CH:10][C:5]4=[C:4]([C:17]4[CH:18]=[C:19]([NH:23][C:24](=[O:27])[CH:25]=[CH2:26])[CH:20]=[CH:21][CH:22]=4)[N:3]=3)[CH:38]=[CH:39][CH:40]=2)[CH2:32][CH2:33]1. (4) Given the reactants Cl.[NH:2]([C:4]1[CH:5]=[C:6]([CH:12]=[CH:13][CH:14]=1)C(OCC)=O)[NH2:3].[CH3:15][C:16]1([CH3:24])[CH2:20][CH2:19][CH:18]([C:21]#[N:22])[C:17]1=O.CC(C)(C)C(=O)CC#N, predict the reaction product. The product is: [CH3:15][C:16]1([CH3:24])[C:17]2=[N:3][N:2]([C:4]3[CH:14]=[CH:13][CH:12]=[CH:6][CH:5]=3)[C:21]([NH2:22])=[C:18]2[CH2:19][CH2:20]1. (5) Given the reactants [Cl:1][C:2]1[CH:3]=[C:4]([CH2:17][C:18]2[O:22][C:21]([C:23]([OH:25])=O)=[CH:20][CH:19]=2)[C:5]2[O:9][C:8]([C:10]3[CH:15]=[CH:14][CH:13]=[CH:12][CH:11]=3)=[CH:7][C:6]=2[CH:16]=1.[CH3:26][N:27]1[CH2:32][CH2:31][NH:30][CH2:29][CH2:28]1.OC1C2N=NNC=2C=CC=1.CCN=C=NCCCN(C)C, predict the reaction product. The product is: [ClH:1].[Cl:1][C:2]1[CH:3]=[C:4]([CH2:17][C:18]2[O:22][C:21]([C:23]([N:30]3[CH2:31][CH2:32][N:27]([CH3:26])[CH2:28][CH2:29]3)=[O:25])=[CH:20][CH:19]=2)[C:5]2[O:9][C:8]([C:10]3[CH:11]=[CH:12][CH:13]=[CH:14][CH:15]=3)=[CH:7][C:6]=2[CH:16]=1. (6) Given the reactants C(N(CC)CC)C.Br[CH2:9][C:10]([O:12][CH3:13])=[O:11].[F:14][C:15]1[CH:16]=[C:17]([S:21]([C:24]2[CH:29]=[CH:28][C:27]([CH:30]3[CH2:34][CH2:33][NH:32][CH2:31]3)=[C:26]([CH3:35])[CH:25]=2)(=[O:23])=[O:22])[CH:18]=[CH:19][CH:20]=1, predict the reaction product. The product is: [CH3:13][O:12][C:10](=[O:11])[CH2:9][N:32]1[CH2:33][CH2:34][CH:30]([C:27]2[CH:28]=[CH:29][C:24]([S:21]([C:17]3[CH:18]=[CH:19][CH:20]=[C:15]([F:14])[CH:16]=3)(=[O:23])=[O:22])=[CH:25][C:26]=2[CH3:35])[CH2:31]1.